Dataset: Forward reaction prediction with 1.9M reactions from USPTO patents (1976-2016). Task: Predict the product of the given reaction. (1) Given the reactants [Br:1][C:2]1[CH:3]=[C:4]([CH:10]=[N:11]O)[S:5][C:6]=1[N+:7]([O-:9])=[O:8].C(OC(=O)C)(=O)C, predict the reaction product. The product is: [Br:1][C:2]1[CH:3]=[C:4]([C:10]#[N:11])[S:5][C:6]=1[N+:7]([O-:9])=[O:8]. (2) Given the reactants [CH:1]1([C:7]2([CH3:14])[C:11](=[O:12])[NH:10][N:9]=[C:8]2[CH3:13])[CH2:6][CH2:5][CH2:4][CH2:3][CH2:2]1.Br[CH2:16][C:17]([C:19]1[CH:27]=[CH:26][C:22]2[O:23][CH2:24][O:25][C:21]=2[CH:20]=1)=[O:18], predict the reaction product. The product is: [O:23]1[C:22]2[CH:26]=[CH:27][C:19]([C:17](=[O:18])[CH2:16][N:10]3[C:11](=[O:12])[C:7]([CH:1]4[CH2:2][CH2:3][CH2:4][CH2:5][CH2:6]4)([CH3:14])[C:8]([CH3:13])=[N:9]3)=[CH:20][C:21]=2[O:25][CH2:24]1. (3) Given the reactants [CH:1]([N:4]1[CH2:9][CH2:8][N:7]([C:10]2[S:11][C:12]3[CH:18]=[CH:17][C:16]([C:19]([OH:21])=O)=[CH:15][C:13]=3[N:14]=2)[CH2:6][CH2:5]1)([CH3:3])[CH3:2].[NH:22]1[CH2:26][CH2:25][CH2:24][CH2:23]1.CCN(C(C)C)C(C)C.C1CN([P+](ON2N=NC3C=CC=CC2=3)(N2CCCC2)N2CCCC2)CC1.F[P-](F)(F)(F)(F)F, predict the reaction product. The product is: [CH:1]([N:4]1[CH2:5][CH2:6][N:7]([C:10]2[S:11][C:12]3[CH:18]=[CH:17][C:16]([C:19]([N:22]4[CH2:26][CH2:25][CH2:24][CH2:23]4)=[O:21])=[CH:15][C:13]=3[N:14]=2)[CH2:8][CH2:9]1)([CH3:2])[CH3:3]. (4) Given the reactants Cl[C:2]1[CH:7]=[CH:6][CH:5]=[CH:4][N+:3]=1[O-:8].[NH2:9][CH2:10][CH2:11][CH2:12][CH2:13][OH:14].C([O-])(O)=O.[Na+], predict the reaction product. The product is: [O-:8][N+:3]1[CH:4]=[CH:5][CH:6]=[CH:7][C:2]=1[NH:9][CH2:10][CH2:11][CH2:12][CH2:13][OH:14]. (5) Given the reactants [CH3:1][O:2][C:3]1[CH:8]=[CH:7][C:6]([C:9](=O)[CH2:10][N:11]2[C:15]([C:16]([O:18]C)=O)=[CH:14][C:13]3[CH:20]=[CH:21][S:22][C:12]2=3)=[CH:5][CH:4]=1.[CH2:24]([NH2:27])[CH2:25][NH2:26], predict the reaction product. The product is: [CH3:1][O:2][C:3]1[CH:4]=[CH:5][C:6]([C:9]23[NH:27][CH2:24][CH2:25][N:26]2[C:16](=[O:18])[C:15]2[N:11]([C:12]4[S:22][CH:21]=[CH:20][C:13]=4[CH:14]=2)[CH2:10]3)=[CH:7][CH:8]=1. (6) Given the reactants O=C1NC2C=CC=CC=2S[C@H](C2C=CC=CC=2)[C@@H]1NC(=O)[C@H](C)NC(=O)CC1C=CC=CC=1.Br.[NH2:35][C@H:36]1[C:42](=[O:43])[NH:41][C:40]2[CH:44]=[CH:45][CH:46]=[CH:47][C:39]=2[S:38][C@H:37]1[C:48]1[CH:53]=[CH:52][CH:51]=[CH:50][CH:49]=1.[F:54][C:55]1[CH:56]=[C:57]([CH2:62][C:63]([NH:65][C@H:66]([C:77](O)=[O:78])[CH2:67][C:68]2[NH:69][C:70]3[C:75]([CH:76]=2)=[CH:74][CH:73]=[CH:72][CH:71]=3)=[O:64])[CH:58]=[C:59]([F:61])[CH:60]=1, predict the reaction product. The product is: [F:61][C:59]1[CH:58]=[C:57]([CH2:62][C:63]([NH:65][C@H:66]([C:77]([NH:35][C@@H:36]2[C:42](=[O:43])[NH:41][C:40]3[CH:44]=[CH:45][CH:46]=[CH:47][C:39]=3[S:38][C@@H:37]2[C:48]2[CH:49]=[CH:50][CH:51]=[CH:52][CH:53]=2)=[O:78])[CH2:67][C:68]2[NH:69][C:70]3[C:75]([CH:76]=2)=[CH:74][CH:73]=[CH:72][CH:71]=3)=[O:64])[CH:56]=[C:55]([F:54])[CH:60]=1. (7) Given the reactants NC1C=CC(C(OC)=O)=C(Cl)C=1C#C.[NH2:15][C:16]1[C:25]([C:26]#[C:27][Si](C)(C)C)=[CH:24][C:19]([C:20]([O:22][CH3:23])=[O:21])=[C:18]([Cl:32])[C:17]=1[I:33], predict the reaction product. The product is: [NH2:15][C:16]1[C:25]([C:26]#[CH:27])=[CH:24][C:19]([C:20]([O:22][CH3:23])=[O:21])=[C:18]([Cl:32])[C:17]=1[I:33].